This data is from Full USPTO retrosynthesis dataset with 1.9M reactions from patents (1976-2016). The task is: Predict the reactants needed to synthesize the given product. Given the product [C:18]([O:1][CH:2]1[CH2:7][C:6]([CH3:8])([CH3:9])[N:5]([O:10][CH2:11][C:12]([OH:15])([CH3:14])[CH3:13])[C:4]([CH3:17])([CH3:16])[CH2:3]1)(=[O:21])[CH:19]=[CH2:20], predict the reactants needed to synthesize it. The reactants are: [OH:1][CH:2]1[CH2:7][C:6]([CH3:9])([CH3:8])[N:5]([O:10][CH2:11][C:12]([OH:15])([CH3:14])[CH3:13])[C:4]([CH3:17])([CH3:16])[CH2:3]1.[C:18](OC)(=[O:21])[CH:19]=[CH2:20].